This data is from Full USPTO retrosynthesis dataset with 1.9M reactions from patents (1976-2016). The task is: Predict the reactants needed to synthesize the given product. (1) Given the product [Cl:1][C:2]1[CH:20]=[C:19]([OH:21])[CH:18]=[CH:17][C:3]=1[CH2:4][CH:5]1[CH2:9][CH2:8][N:7]([CH:10]2[CH2:11][CH2:12][CH2:13][CH2:14][CH2:15]2)[C:6]1=[O:16], predict the reactants needed to synthesize it. The reactants are: [Cl:1][C:2]1[CH:20]=[C:19]([O:21]COC)[CH:18]=[CH:17][C:3]=1[CH2:4][CH:5]1[CH2:9][CH2:8][N:7]([CH:10]2[CH2:15][CH2:14][CH2:13][CH2:12][CH2:11]2)[C:6]1=[O:16].Cl.C(OCC)(=O)C.O. (2) Given the product [Br:8][C:3]1[C:2]([O:12][CH2:11][C:10]([F:14])([F:13])[F:9])=[CH:7][CH:6]=[CH:5][N:4]=1, predict the reactants needed to synthesize it. The reactants are: N[C:2]1[C:3]([Br:8])=[N:4][CH:5]=[CH:6][CH:7]=1.[F:9][C:10]([F:14])([F:13])[CH2:11][OH:12].CS(O)(=O)=O.C(ON=O)(C)(C)C.C(=O)(O)[O-].[Na+].